This data is from Reaction yield outcomes from USPTO patents with 853,638 reactions. The task is: Predict the reaction yield, written as a fraction of the theoretical maximum amount of product (1.0 means a 100% yield; for example, 0.34 means a 34% yield). The reactants are [CH3:1][N:2]([CH3:26])[S:3]([C:6]1[CH:11]=[CH:10][CH:9]=[CH:8][C:7]=1[CH2:12][C:13]1[C:21]2[C:20](=[O:22])[CH2:19][C:18]([CH3:24])([CH3:23])[CH2:17][C:16]=2[NH:15][C:14]=1[CH3:25])(=[O:5])=[O:4].Br[CH2:28][C:29]([O:31][CH2:32][CH3:33])=[O:30].[I-].[K+].C(=O)([O-])[O-].[K+].[K+]. The catalyst is C(#N)C.ClCCl.CO. The product is [CH3:26][N:2]([CH3:1])[S:3]([C:6]1[CH:11]=[CH:10][CH:9]=[CH:8][C:7]=1[CH2:12][C:13]1[C:21]2[C:20](=[O:22])[CH2:19][C:18]([CH3:23])([CH3:24])[CH2:17][C:16]=2[N:15]([CH2:28][C:29]([O:31][CH2:32][CH3:33])=[O:30])[C:14]=1[CH3:25])(=[O:5])=[O:4]. The yield is 0.360.